From a dataset of Full USPTO retrosynthesis dataset with 1.9M reactions from patents (1976-2016). Predict the reactants needed to synthesize the given product. Given the product [Br:11][C:12]1[CH:17]=[CH:16][C:15]([F:18])=[CH:14][C:13]=1[O:19][CH:2]([CH3:4])[CH3:3], predict the reactants needed to synthesize it. The reactants are: Br[CH:2]([CH3:4])[CH3:3].C(=O)([O-])[O-].[K+].[K+].[Br:11][C:12]1[CH:17]=[CH:16][C:15]([F:18])=[CH:14][C:13]=1[OH:19].